Dataset: Forward reaction prediction with 1.9M reactions from USPTO patents (1976-2016). Task: Predict the product of the given reaction. (1) Given the reactants Cl[C:2]1[CH:7]=[CH:6][N:5]=[C:4]([C:8]([O:10][CH3:11])=[O:9])[CH:3]=1.[F:12][C:13]1[CH:14]=[C:15]([OH:22])[CH:16]=[CH:17][C:18]=1[N+:19]([O-:21])=[O:20].ClC1C=CC=CC=1.CCCCCC, predict the reaction product. The product is: [F:12][C:13]1[CH:14]=[C:15]([CH:16]=[CH:17][C:18]=1[N+:19]([O-:21])=[O:20])[O:22][C:2]1[CH:7]=[CH:6][N:5]=[C:4]([C:8]([O:10][CH3:11])=[O:9])[CH:3]=1. (2) Given the reactants [CH3:1][O:2][C:3](=[O:14])[CH:4]([O:6][C:7]1[CH:12]=[CH:11][C:10]([NH2:13])=[CH:9][CH:8]=1)[CH3:5].C(N(CC)CC)C.[CH2:22]([O:29][CH2:30][C:31](Cl)=[O:32])[C:23]1[CH:28]=[CH:27][CH:26]=[CH:25][CH:24]=1, predict the reaction product. The product is: [CH3:1][O:2][C:3](=[O:14])[CH:4]([O:6][C:7]1[CH:12]=[CH:11][C:10]([NH:13][C:31](=[O:32])[CH2:30][O:29][CH2:22][C:23]2[CH:28]=[CH:27][CH:26]=[CH:25][CH:24]=2)=[CH:9][CH:8]=1)[CH3:5].